From a dataset of Full USPTO retrosynthesis dataset with 1.9M reactions from patents (1976-2016). Predict the reactants needed to synthesize the given product. Given the product [Br:1][C:2]1[CH:7]=[CH:6][C:5]([N:8]2[C:12]([NH:27][CH2:26][CH2:25][CH2:24][O:23][CH3:22])=[N:11][C:10]([C:14]3[C:19]([F:20])=[CH:18][CH:17]=[CH:16][C:15]=3[Cl:21])=[N:9]2)=[CH:4][CH:3]=1, predict the reactants needed to synthesize it. The reactants are: [Br:1][C:2]1[CH:7]=[CH:6][C:5]([N:8]2[C:12](Cl)=[N:11][C:10]([C:14]3[C:19]([F:20])=[CH:18][CH:17]=[CH:16][C:15]=3[Cl:21])=[N:9]2)=[CH:4][CH:3]=1.[CH3:22][O:23][CH2:24][CH2:25][CH2:26][NH2:27].CCN(C(C)C)C(C)C.